From a dataset of Catalyst prediction with 721,799 reactions and 888 catalyst types from USPTO. Predict which catalyst facilitates the given reaction. (1) Reactant: IC1C2C(=O)C3C(=CC=CC=3)NC=2C(C(OC)=O)=CC=1.[I:21][C:22]1[C:23]([C:38]([O:40][CH3:41])=[O:39])=[C:24]([NH:28][C:29]2[CH:37]=[CH:36][CH:35]=[CH:34][C:30]=2[C:31]([OH:33])=O)[CH:25]=[CH:26][CH:27]=1.[K+].[Br-].C(N(CC)CCNC(C1C2NC3C(=CC=CC=3)C(=O)C=2C(I)=CC=1)=O)C.C(N(CC)CCNC(C1NC2C=C(I)C=CC=2N=1)=O)C.IC1C=C2C(=CC=1)N=C(C(OCC)=O)C=C2. Product: [I:21][C:22]1[CH:27]=[CH:26][C:25]2[C:31](=[O:33])[C:30]3[C:29]([NH:28][C:24]=2[C:23]=1[C:38]([O:40][CH3:41])=[O:39])=[CH:37][CH:36]=[CH:35][CH:34]=3. The catalyst class is: 429. (2) Product: [OH:3][NH:2][C:8]([CH:10]([NH:15][C:16](=[O:22])[O:17][C:18]([CH3:21])([CH3:20])[CH3:19])[CH2:11][CH2:12][CH2:13][CH3:14])=[O:7]. The catalyst class is: 130. Reactant: Cl.[NH2:2][OH:3].[OH-].[K+].C[O:7][C:8]([CH:10]([NH:15][C:16](=[O:22])[O:17][C:18]([CH3:21])([CH3:20])[CH3:19])[CH2:11][CH2:12][CH2:13][CH3:14])=O.O. (3) Reactant: [N:1]([C:3]1[C:12]2[C:7](=[CH:8][CH:9]=[CH:10][CH:11]=2)[CH:6]=[CH:5][C:4]=1[OH:13])=O.[CH3:14][N:15]1[C:23]2[C:18](=[CH:19][CH:20]=[CH:21][CH:22]=2)[C:17]([CH3:29])([C:24]([O:26][CH2:27][CH3:28])=[O:25])[C:16]1=[CH2:30]. Product: [CH3:14][N:15]1[C:16]2([O:13][C:4]3[CH:5]=[CH:6][C:7]4[C:12]([C:3]=3[N:1]=[CH:30]2)=[CH:11][CH:10]=[CH:9][CH:8]=4)[C:17]([CH3:29])([C:24]([O:26][CH2:27][CH3:28])=[O:25])[C:18]2[C:23]1=[CH:22][CH:21]=[CH:20][CH:19]=2. The catalyst class is: 8. (4) Reactant: [Cl:1][C:2]1[CH:7]=[CH:6][C:5]([C:8]2([C:12]3[C:21]4[C:16](=[CH:17][CH:18]=[C:19]([O:22][CH2:23][CH2:24][NH2:25])[CH:20]=4)[CH2:15][CH2:14][N:13]=3)[CH2:11][CH2:10][CH2:9]2)=[CH:4][CH:3]=1.[Cl:26][C:27]1[CH:35]=[C:34]([Cl:36])[CH:33]=[CH:32][C:28]=1[C:29](Cl)=[O:30].C(N(CC)CC)C.O. Product: [Cl:26][C:27]1[CH:35]=[C:34]([Cl:36])[CH:33]=[CH:32][C:28]=1[C:29]([NH:25][CH2:24][CH2:23][O:22][C:19]1[CH:20]=[C:21]2[C:16]([CH2:15][CH2:14][N:13]=[C:12]2[C:8]2([C:5]3[CH:6]=[CH:7][C:2]([Cl:1])=[CH:3][CH:4]=3)[CH2:11][CH2:10][CH2:9]2)=[CH:17][CH:18]=1)=[O:30]. The catalyst class is: 4. (5) Reactant: [Cl:1][C:2]1[CH:3]=[C:4]([CH:21]=[CH:22][CH:23]=1)[CH2:5][NH:6][C:7]1[N:20]=[C:10]2[C:11]([O:18][CH3:19])=[CH:12][C:13]([C:15]([OH:17])=O)=[CH:14][N:9]2[N:8]=1.[F:24][CH:25]([F:36])[CH:26]1[NH:31][CH2:30][C:29]([CH2:33][CH2:34][OH:35])([CH3:32])[O:28][CH2:27]1.C(N(CC)C(C)C)(C)C.CN(C(ON1N=NC2C=CC=NC1=2)=[N+](C)C)C.F[P-](F)(F)(F)(F)F. Product: [Cl:1][C:2]1[CH:3]=[C:4]([CH:21]=[CH:22][CH:23]=1)[CH2:5][NH:6][C:7]1[N:20]=[C:10]2[C:11]([O:18][CH3:19])=[CH:12][C:13]([C:15]([N:31]3[CH:26]([CH:25]([F:24])[F:36])[CH2:27][O:28][C:29]([CH2:33][CH2:34][OH:35])([CH3:32])[CH2:30]3)=[O:17])=[CH:14][N:9]2[N:8]=1. The catalyst class is: 9. (6) Reactant: [CH3:1][C@:2]1([C:7]([OH:9])=[O:8])[NH:6][CH2:5][CH2:4][CH2:3]1.C(N(CC)CC)C.[C:17](O[C:17]([O:19][C:20]([CH3:23])([CH3:22])[CH3:21])=[O:18])([O:19][C:20]([CH3:23])([CH3:22])[CH3:21])=[O:18]. Product: [C:20]([O:19][C:17]([N:6]1[CH2:5][CH2:4][CH2:3][C@@:2]1([CH3:1])[C:7]([OH:9])=[O:8])=[O:18])([CH3:23])([CH3:22])[CH3:21]. The catalyst class is: 144. (7) Reactant: [O:1]1[CH2:6][CH2:5][N:4]([CH2:7][CH2:8][O:9][C:10]2[CH:11]=[C:12]([CH:18]=[CH:19][C:20]=2[C:21]#[C:22][C:23]([CH3:26])([CH3:25])[CH3:24])[C:13]([O:15]CC)=[O:14])[CH2:3][CH2:2]1.CO. Product: [CH3:24][C:23]([CH3:26])([CH3:25])[C:22]#[C:21][C:20]1[CH:19]=[CH:18][C:12]([C:13]([OH:15])=[O:14])=[CH:11][C:10]=1[O:9][CH2:8][CH2:7][N:4]1[CH2:5][CH2:6][O:1][CH2:2][CH2:3]1. The catalyst class is: 6. (8) Reactant: CC1(C)[O:6][C@@H:5]([CH2:7][O:8][NH:9][C:10]([C:12]2[CH:13]=[C:14]([F:30])[C:15]3[N:16]([CH:27]=[N:28][CH:29]=3)[C:17]=2[NH:18][C:19]2[CH:24]=[CH:23][C:22]([I:25])=[CH:21][C:20]=2[F:26])=[O:11])[CH2:4][O:3]1.Cl.O1CCOCC1. Product: [OH:6][C@H:5]([CH2:4][OH:3])[CH2:7][O:8][NH:9][C:10]([C:12]1[CH:13]=[C:14]([F:30])[C:15]2[N:16]([CH:27]=[N:28][CH:29]=2)[C:17]=1[NH:18][C:19]1[CH:24]=[CH:23][C:22]([I:25])=[CH:21][C:20]=1[F:26])=[O:11]. The catalyst class is: 5.